Task: Predict which catalyst facilitates the given reaction.. Dataset: Catalyst prediction with 721,799 reactions and 888 catalyst types from USPTO (1) Reactant: [O:1]([CH2:8][C:9]1[NH:13][C:12]2[CH:14]=[CH:15][CH:16]=[CH:17][C:11]=2[N:10]=1)[C:2]1[CH:7]=[CH:6][CH:5]=[CH:4][CH:3]=1.C([O-])([O-])=O.[K+].[K+].Br[CH2:25][CH:26]([CH3:28])[CH3:27]. Product: [CH2:25]([N:13]1[C:12]2[CH:14]=[CH:15][CH:16]=[CH:17][C:11]=2[N:10]=[C:9]1[CH2:8][O:1][C:2]1[CH:7]=[CH:6][CH:5]=[CH:4][CH:3]=1)[CH:26]([CH3:28])[CH3:27]. The catalyst class is: 3. (2) Reactant: [CH3:1][C:2]([NH:5][CH2:6][C:7]([NH:9][C:10]1[CH:11]=[C:12]([N:40]([CH3:42])[CH3:41])[C:13]2[CH2:25][C@@H:24]3[C:19](=[C:20]([OH:39])[C@:21]4([OH:38])[C:29](=[O:30])[C:28]([C:31]([NH2:33])=[O:32])=[C:27]([OH:34])[C@@H:26]([N:35]([CH3:37])[CH3:36])[C@@H:22]4[CH2:23]3)[C:17](=[O:18])[C:14]=2[C:15]=1[OH:16])=[O:8])([CH3:4])[CH3:3].[ClH:43]. Product: [CH3:4][C:2]([NH:5][CH2:6][C:7]([NH:9][C:10]1[CH:11]=[C:12]([N:40]([CH3:42])[CH3:41])[C:13]2[CH2:25][C@@H:24]3[C:19](=[C:17]([OH:18])[C:14]=2[C:15]=1[OH:16])[C:20](=[O:39])[C@@:21]1([OH:38])[C@H:22]([C@H:26]([N:35]([CH3:36])[CH3:37])[C:27]([C:28]([C:31]([NH2:33])=[O:32])=[C:29]1[OH:30])=[O:34])[CH2:23]3)=[O:8])([CH3:1])[CH3:3].[ClH:43]. The catalyst class is: 10. (3) Reactant: [C:1]([CH2:3][C:4]([N:6]1[CH2:10]C[CH:8]([CH2:11][NH:12][C:13]2[N:18]3[CH:19]=[CH:20][N:21]=[C:17]3[C:16]([C:22]([NH2:24])=[O:23])=[C:15]([NH:25][C:26]3[CH:31]=[C:30]([O:32][CH3:33])[CH:29]=[C:28]([O:34][CH3:35])[CH:27]=3)[N:14]=2)[CH2:7]1)=[O:5])#[N:2].[CH:36]1([CH:39]=O)[CH2:38][CH2:37]1.C(O)(=O)C.N1CCCCC1. Product: [C:1]([C:3](=[CH:39][CH:36]1[CH2:37][CH2:38]1)[C:4]([N:6]1[CH2:7][CH:8]([CH2:11][NH:12][C:13]2[N:18]3[CH:19]=[CH:20][N:21]=[C:17]3[C:16]([C:22]([NH2:24])=[O:23])=[C:15]([NH:25][C:26]3[CH:31]=[C:30]([O:32][CH3:33])[CH:29]=[C:28]([O:34][CH3:35])[CH:27]=3)[N:14]=2)[CH2:10]1)=[O:5])#[N:2]. The catalyst class is: 14.